From a dataset of Full USPTO retrosynthesis dataset with 1.9M reactions from patents (1976-2016). Predict the reactants needed to synthesize the given product. (1) Given the product [N:27]1([C:21]2[S:22][C:23]3[C:24](=[O:26])[NH:9][CH2:8][CH:7]=[CH:6][C:19]=3[N:20]=2)[CH2:32][CH2:31][O:30][CH2:29][CH2:28]1, predict the reactants needed to synthesize it. The reactants are: C([Sn](CCCC)(CCCC)/[CH:6]=[CH:7]\[CH2:8][NH2:9])CCC.Br[C:19]1[N:20]=[C:21]([N:27]2[CH2:32][CH2:31][O:30][CH2:29][CH2:28]2)[S:22][C:23]=1[C:24]([O-:26])=O. (2) Given the product [Cl:1][C:2]1[CH:8]=[C:7]([O:9][C:10]2[C:19]3[C:14](=[CH:15][C:16]([O:22][CH3:23])=[C:17]([O:20][CH3:21])[CH:18]=3)[N:13]=[CH:12][N:11]=2)[CH:6]=[CH:5][C:3]=1[NH:4][C:35]([NH:48][CH2:47][CH2:46][N:45]([CH2:49][CH3:50])[CH2:43][CH3:44])=[O:41], predict the reactants needed to synthesize it. The reactants are: [Cl:1][C:2]1[CH:8]=[C:7]([O:9][C:10]2[C:19]3[C:14](=[CH:15][C:16]([O:22][CH3:23])=[C:17]([O:20][CH3:21])[CH:18]=3)[N:13]=[CH:12][N:11]=2)[CH:6]=[CH:5][C:3]=1[NH2:4].C(N(CC)CC)C.ClC(Cl)(O[C:35](=[O:41])OC(Cl)(Cl)Cl)Cl.[CH2:43]([N:45]([CH2:49][CH3:50])[CH2:46][CH2:47][NH2:48])[CH3:44]. (3) Given the product [C:1]([O:5][C:6]([NH:8]/[CH:9]=[C:10](/[F:14])\[CH2:11][CH2:12][Br:16])=[O:7])([CH3:4])([CH3:3])[CH3:2], predict the reactants needed to synthesize it. The reactants are: [C:1]([O:5][C:6]([NH:8]/[CH:9]=[C:10](/[F:14])\[CH2:11][CH2:12]O)=[O:7])([CH3:4])([CH3:3])[CH3:2].C(Br)(Br)(Br)[Br:16].C1C=CC(P(C2C=CC=CC=2)C2C=CC=CC=2)=CC=1. (4) Given the product [F:1][C:2]1[CH:3]=[CH:4][C:5]([O:30][CH3:31])=[C:6]([C:8]2[CH:13]=[CH:12][N:11]=[C:10]3[NH:14][C:15]([CH:17]4[CH2:18][CH2:19][NH:20][CH2:21][CH2:22]4)=[CH:16][C:9]=23)[CH:7]=1, predict the reactants needed to synthesize it. The reactants are: [F:1][C:2]1[CH:3]=[CH:4][C:5]([O:30][CH3:31])=[C:6]([C:8]2[CH:13]=[CH:12][N:11]=[C:10]3[NH:14][C:15]([CH:17]4[CH2:22][CH2:21][N:20](C(OC(C)(C)C)=O)[CH2:19][CH2:18]4)=[CH:16][C:9]=23)[CH:7]=1.FC(F)(F)C(O)=O.